Task: Predict which catalyst facilitates the given reaction.. Dataset: Catalyst prediction with 721,799 reactions and 888 catalyst types from USPTO (1) Reactant: [CH:1]([C:4]1[CH:9]=[CH:8][C:7]([C:10]2[C:19]3[C:14](=[CH:15][CH:16]=[C:17]([O:20][CH2:21][C:22]#[CH:23])[CH:18]=3)[N:13]=[C:12]([C:24]([OH:26])=[O:25])[N:11]=2)=[CH:6][CH:5]=1)([CH3:3])[CH3:2].[Cl-].C(N(C(C)C)C(C)C)C.[CH3:37][O:38][C:39]1[CH:40]=[C:41](O)[CH:42]=[CH:43][CH:44]=1.Cl. Product: [CH3:37][O:38][C:39]1[CH:44]=[C:43]([O:25][C:24]([C:12]2[N:11]=[C:10]([C:7]3[CH:6]=[CH:5][C:4]([CH:1]([CH3:3])[CH3:2])=[CH:9][CH:8]=3)[C:19]3[C:14](=[CH:15][CH:16]=[C:17]([O:20][CH2:21][C:22]#[CH:23])[CH:18]=3)[N:13]=2)=[O:26])[CH:42]=[CH:41][CH:40]=1. The catalyst class is: 266. (2) Reactant: Cl.[NH2:2][C:3]1[CH:12]=[C:11]([C:13]2[C:22]3[C:17](=[CH:18][C:19]([O:28][CH2:29][CH3:30])=[C:20]4[O:25][C:24]([CH3:27])([CH3:26])[CH2:23][C:21]4=3)[CH2:16][C:15]([CH3:32])([CH3:31])[N:14]=2)[CH:10]=[CH:9][C:4]=1[C:5]([O:7][CH3:8])=[O:6].C(N(CC)CC)C.[C:40](Cl)(=[O:42])[CH3:41]. Product: [C:40]([NH:2][C:3]1[CH:12]=[C:11]([C:13]2[C:22]3[C:17](=[CH:18][C:19]([O:28][CH2:29][CH3:30])=[C:20]4[O:25][C:24]([CH3:27])([CH3:26])[CH2:23][C:21]4=3)[CH2:16][C:15]([CH3:31])([CH3:32])[N:14]=2)[CH:10]=[CH:9][C:4]=1[C:5]([O:7][CH3:8])=[O:6])(=[O:42])[CH3:41]. The catalyst class is: 9. (3) Reactant: [CH:1]1([N:7]2[C:11]3[CH:12]=[CH:13][C:14]([CH2:16][N:17]4[CH2:22][CH2:21][CH2:20][CH2:19][CH2:18]4)=[CH:15][C:10]=3[N:9]=[C:8]2[NH2:23])[CH2:6][CH2:5][CH2:4][CH2:3][CH2:2]1.[N:24]1([C:29]2[CH:30]=[C:31]([CH:35]=[CH:36][CH:37]=2)[C:32](O)=[O:33])[CH:28]=[N:27][N:26]=[N:25]1.ON1C2C=CC=CC=2N=N1.Cl.CN(C)CCCN=C=N. Product: [CH:1]1([N:7]2[C:11]3[CH:12]=[CH:13][C:14]([CH2:16][N:17]4[CH2:18][CH2:19][CH2:20][CH2:21][CH2:22]4)=[CH:15][C:10]=3[N:9]=[C:8]2[NH:23][C:32](=[O:33])[C:31]2[CH:35]=[CH:36][CH:37]=[C:29]([N:24]3[CH:28]=[N:27][N:26]=[N:25]3)[CH:30]=2)[CH2:2][CH2:3][CH2:4][CH2:5][CH2:6]1. The catalyst class is: 35. (4) Reactant: [OH:1][C@@H:2]1[C@@H:6]([CH2:7][OH:8])[O:5][C@@H:4]([N:9]2[CH:14]=[C:13]3[CH:15]=[C:16]([C:18]4[CH:23]=[CH:22][C:21]([CH2:24][CH2:25][CH2:26][CH2:27][CH3:28])=[CH:20][CH:19]=4)[O:17][C:12]3=[N:11][C:10]2=[O:29])[CH2:3]1.N1C=CC=CC=1.[O:36]([C:38]1[CH:59]=[CH:58][C:41]([C:42](Cl)([C:51]2[CH:56]=[CH:55][CH:54]=[CH:53][CH:52]=2)[C:43]2[CH:48]=[CH:47][C:46]([O:49][CH3:50])=[CH:45][CH:44]=2)=[CH:40][CH:39]=1)[CH3:37]. Product: [CH3:50][O:49][C:46]1[CH:45]=[CH:44][C:43]([C:42]([C:41]2[CH:40]=[CH:39][C:38]([O:36][CH3:37])=[CH:59][CH:58]=2)([C:51]2[CH:56]=[CH:55][CH:54]=[CH:53][CH:52]=2)[O:8][CH2:7][C@H:6]2[O:5][C@@H:4]([N:9]3[CH:14]=[C:13]4[CH:15]=[C:16]([C:18]5[CH:19]=[CH:20][C:21]([CH2:24][CH2:25][CH2:26][CH2:27][CH3:28])=[CH:22][CH:23]=5)[O:17][C:12]4=[N:11][C:10]3=[O:29])[CH2:3][C@@H:2]2[OH:1])=[CH:48][CH:47]=1. The catalyst class is: 4.